Dataset: TCR-epitope binding with 47,182 pairs between 192 epitopes and 23,139 TCRs. Task: Binary Classification. Given a T-cell receptor sequence (or CDR3 region) and an epitope sequence, predict whether binding occurs between them. (1) The epitope is GILGFVFTL. The TCR CDR3 sequence is CASSLRSTGELFF. Result: 1 (the TCR binds to the epitope). (2) Result: 0 (the TCR does not bind to the epitope). The TCR CDR3 sequence is CASSHTGTSGSVEPDTQYF. The epitope is KLPDDFTGCV. (3) The epitope is FTYASALWEI. The TCR CDR3 sequence is CASSLLVGNTEAFF. Result: 0 (the TCR does not bind to the epitope). (4) Result: 1 (the TCR binds to the epitope). The TCR CDR3 sequence is CASSQEVGRGITYEQYF. The epitope is KLNVGDYFV.